Dataset: Catalyst prediction with 721,799 reactions and 888 catalyst types from USPTO. Task: Predict which catalyst facilitates the given reaction. (1) Reactant: [CH:1]([C:4]1[C:8]2[CH:9]=[CH:10][CH:11]=[CH:12][C:7]=2[O:6][C:5]=1[CH:13]=O)([CH3:3])[CH3:2].[CH3:15][NH2:16].C(O)C.[BH4-].[Na+]. Product: [CH:1]([C:4]1[C:8]2[CH:9]=[CH:10][CH:11]=[CH:12][C:7]=2[O:6][C:5]=1[CH2:13][NH:16][CH3:15])([CH3:3])[CH3:2]. The catalyst class is: 5. (2) The catalyst class is: 14. Reactant: C([BH-]([CH2:6][CH3:7])CC)C.[Li+].ClC1C=C(C=CC=1)[O:13][CH2:14][C@@H:15]1[N:19]([CH3:20])[C:18](=[O:21])[CH2:17][C@@H:16]1[C:22]1[CH:27]=[CH:26][CH:25]=[CH:24][CH:23]=1.C([C@@H]1N(C)C(=O)C[C@@H]1[C:40]1[CH:45]=[CH:44][CH:43]=CC=1)=O.C1([C:52]2[S:53][CH:54]=[CH:55][CH:56]=2)C=CC=CC=1.[Li]CCCC.O[C@H](C1SC(C2C=CC=CC=2)=CC=1)[C@@H]1[N:68](C)C(=O)C[C@@H]1C1C=CC([N+]([O-])=O)=CC=1.O.O.[Sn](Cl)Cl.C([O-])(O)=O.[Na+]. Product: [OH:13][C@H:14]([C:52]1[S:53][C:54]([C:7]2[CH:6]=[CH:43][CH:44]=[CH:45][CH:40]=2)=[CH:55][CH:56]=1)[C@@H:15]1[N:19]([CH3:20])[C:18](=[O:21])[CH2:17][C@@H:16]1[C:22]1[CH:23]=[CH:24][C:25]([NH2:68])=[CH:26][CH:27]=1. (3) Reactant: [Cl:1][C:2]1[CH:3]=[C:4]([F:24])[C:5]([C:18]2[N:19]=[N:20][N:21]([CH3:23])[N:22]=2)=[C:6]([C:8]2[CH:9]=[C:10]([F:17])[C:11]([C@H:14]([NH2:16])[CH3:15])=[N:12][CH:13]=2)[CH:7]=1.[F:25][C:26]1([F:35])[CH2:30][CH2:29][C:28]([OH:34])([C:31](O)=[O:32])[CH2:27]1.F[P-](F)(F)(F)(F)F.N1(O[P+](N(C)C)(N(C)C)N(C)C)C2C=CC=CC=2N=N1.C(N(CC)CC)C. Product: [Cl:1][C:2]1[CH:3]=[C:4]([F:24])[C:5]([C:18]2[N:19]=[N:20][N:21]([CH3:23])[N:22]=2)=[C:6]([C:8]2[CH:9]=[C:10]([F:17])[C:11]([C@H:14]([NH:16][C:31]([C:28]3([OH:34])[CH2:29][CH2:30][C:26]([F:35])([F:25])[CH2:27]3)=[O:32])[CH3:15])=[N:12][CH:13]=2)[CH:7]=1. The catalyst class is: 317.